From a dataset of NCI-60 drug combinations with 297,098 pairs across 59 cell lines. Regression. Given two drug SMILES strings and cell line genomic features, predict the synergy score measuring deviation from expected non-interaction effect. (1) Drug 1: CC=C1C(=O)NC(C(=O)OC2CC(=O)NC(C(=O)NC(CSSCCC=C2)C(=O)N1)C(C)C)C(C)C. Drug 2: C1C(C(OC1N2C=NC3=C2NC=NCC3O)CO)O. Cell line: HS 578T. Synergy scores: CSS=45.2, Synergy_ZIP=3.02, Synergy_Bliss=2.70, Synergy_Loewe=-34.0, Synergy_HSA=0.116. (2) Drug 1: CC1=C2C(C(=O)C3(C(CC4C(C3C(C(C2(C)C)(CC1OC(=O)C(C(C5=CC=CC=C5)NC(=O)OC(C)(C)C)O)O)OC(=O)C6=CC=CC=C6)(CO4)OC(=O)C)OC)C)OC. Synergy scores: CSS=71.0, Synergy_ZIP=14.8, Synergy_Bliss=12.7, Synergy_Loewe=10.0, Synergy_HSA=15.8. Cell line: SW-620. Drug 2: CC1CCC2CC(C(=CC=CC=CC(CC(C(=O)C(C(C(=CC(C(=O)CC(OC(=O)C3CCCCN3C(=O)C(=O)C1(O2)O)C(C)CC4CCC(C(C4)OC)OCCO)C)C)O)OC)C)C)C)OC. (3) Drug 1: CC1OCC2C(O1)C(C(C(O2)OC3C4COC(=O)C4C(C5=CC6=C(C=C35)OCO6)C7=CC(=C(C(=C7)OC)O)OC)O)O. Drug 2: CC1C(C(CC(O1)OC2CC(CC3=C2C(=C4C(=C3O)C(=O)C5=C(C4=O)C(=CC=C5)OC)O)(C(=O)C)O)N)O.Cl. Cell line: CAKI-1. Synergy scores: CSS=61.3, Synergy_ZIP=-2.47, Synergy_Bliss=0.273, Synergy_Loewe=3.03, Synergy_HSA=6.79. (4) Drug 1: C1=CC(=CC=C1CCCC(=O)O)N(CCCl)CCCl. Drug 2: CCC1(C2=C(COC1=O)C(=O)N3CC4=CC5=C(C=CC(=C5CN(C)C)O)N=C4C3=C2)O.Cl. Cell line: M14. Synergy scores: CSS=32.1, Synergy_ZIP=-9.13, Synergy_Bliss=2.16, Synergy_Loewe=-7.92, Synergy_HSA=3.22. (5) Drug 1: CC1=C(C=C(C=C1)NC2=NC=CC(=N2)N(C)C3=CC4=NN(C(=C4C=C3)C)C)S(=O)(=O)N.Cl. Drug 2: CC12CCC3C(C1CCC2O)C(CC4=C3C=CC(=C4)O)CCCCCCCCCS(=O)CCCC(C(F)(F)F)(F)F. Cell line: HL-60(TB). Synergy scores: CSS=-15.4, Synergy_ZIP=13.9, Synergy_Bliss=9.76, Synergy_Loewe=-12.7, Synergy_HSA=-13.2. (6) Drug 1: C1=C(C(=O)NC(=O)N1)N(CCCl)CCCl. Drug 2: C1C(C(OC1N2C=NC3=C2NC=NCC3O)CO)O. Cell line: TK-10. Synergy scores: CSS=6.55, Synergy_ZIP=0.0676, Synergy_Bliss=-3.04, Synergy_Loewe=-5.16, Synergy_HSA=-2.28. (7) Drug 1: C1=CN(C(=O)N=C1N)C2C(C(C(O2)CO)O)O.Cl. Drug 2: C1CN(P(=O)(OC1)NCCCl)CCCl. Cell line: U251. Synergy scores: CSS=14.4, Synergy_ZIP=-2.75, Synergy_Bliss=4.17, Synergy_Loewe=-21.9, Synergy_HSA=1.58. (8) Drug 1: C1CCC(C1)C(CC#N)N2C=C(C=N2)C3=C4C=CNC4=NC=N3. Drug 2: CC1=C(C(=O)C2=C(C1=O)N3CC4C(C3(C2COC(=O)N)OC)N4)N. Cell line: MALME-3M. Synergy scores: CSS=31.4, Synergy_ZIP=6.30, Synergy_Bliss=9.95, Synergy_Loewe=-38.1, Synergy_HSA=8.98.